This data is from Catalyst prediction with 721,799 reactions and 888 catalyst types from USPTO. The task is: Predict which catalyst facilitates the given reaction. (1) Reactant: Br[C:2]1[CH:3]=[C:4]([O:8][CH:9]([CH2:19][CH3:20])[C:10]([NH:12][C:13]([CH3:18])([CH3:17])[C:14]#[C:15][CH3:16])=[O:11])[CH:5]=[N:6][CH:7]=1.[CH2:21](C([Sn])=C(CCCC)CCCC)[CH2:22]CC.C(OCC)C. Product: [CH:21]([C:2]1[CH:3]=[C:4]([O:8][CH:9]([CH2:19][CH3:20])[C:10]([NH:12][C:13]([CH3:18])([CH3:17])[C:14]#[C:15][CH3:16])=[O:11])[CH:5]=[N:6][CH:7]=1)=[CH2:22]. The catalyst class is: 741. (2) Reactant: [CH2:1]([O:3][C:4](=[O:28])[N:5]([C:14]1[CH:19]=[C:18]([C:20]([F:23])([F:22])[F:21])[N:17]=[C:16](Cl)[C:15]=1[N+:25]([O-:27])=[O:26])[CH2:6][C:7]1[CH:8]=[N:9][C:10]([CH3:13])=[CH:11][CH:12]=1)[CH3:2].[NH3:29]. Product: [CH2:1]([O:3][C:4](=[O:28])[N:5]([C:14]1[CH:19]=[C:18]([C:20]([F:23])([F:22])[F:21])[N:17]=[C:16]([NH2:29])[C:15]=1[N+:25]([O-:27])=[O:26])[CH2:6][C:7]1[CH:8]=[N:9][C:10]([CH3:13])=[CH:11][CH:12]=1)[CH3:2]. The catalyst class is: 1.